This data is from Forward reaction prediction with 1.9M reactions from USPTO patents (1976-2016). The task is: Predict the product of the given reaction. (1) The product is: [OH:1][C:2]1([C:13]2[S:14][C:15]([C:18]3[CH:23]=[C:22]([CH3:24])[CH:21]=[C:20]([NH:25][C:26]4[CH:31]=[C:30]([O:32][CH3:33])[N:29]=[CH:28][N:27]=4)[N:19]=3)=[CH:16][N:17]=2)[CH2:7][CH2:6][CH:5]([C:8]([NH2:38])=[O:10])[C:4]([CH3:11])([CH3:12])[CH2:3]1. Given the reactants [OH:1][C:2]1([C:13]2[S:14][C:15]([C:18]3[CH:23]=[C:22]([CH3:24])[CH:21]=[C:20]([NH:25][C:26]4[CH:31]=[C:30]([O:32][CH3:33])[N:29]=[CH:28][N:27]=4)[N:19]=3)=[CH:16][N:17]=2)[CH2:7][CH2:6][CH:5]([C:8]([OH:10])=O)[C:4]([CH3:12])([CH3:11])[CH2:3]1.[Cl-].[NH4+].C([N:38]=C=NCCCN(C)C)C.ON1C2C=CC=CC=2N=N1.C(N(C(C)C)C(C)C)C, predict the reaction product. (2) Given the reactants [CH3:1][N:2]1[C:10]2[C:5](=[CH:6][CH:7]=[CH:8][CH:9]=2)[C:4]([CH:11]([CH2:15][CH2:16][CH3:17])[C:12]([OH:14])=[O:13])=[CH:3]1.S(=O)(=O)(O)O.[CH3:23]O, predict the reaction product. The product is: [CH3:1][N:2]1[C:10]2[C:5](=[CH:6][CH:7]=[CH:8][CH:9]=2)[C:4]([CH:11]([CH2:15][CH2:16][CH3:17])[C:12]([O:14][CH3:23])=[O:13])=[CH:3]1. (3) Given the reactants [C:1]([C:3]1[CH:8]=[CH:7][CH:6]=[CH:5][C:4]=1[C:9]1[CH:14]=[CH:13][C:12]([CH2:15][C:16]2[C:17](=[O:44])[N:18]([C@H:28]3[CH2:33][CH2:32][C@H:31]([O:34][CH:35]([CH2:41][CH2:42][OH:43])[C:36]([O:38][CH2:39][CH3:40])=[O:37])[CH2:30][CH2:29]3)[C:19]3[N:20]([N:25]=[CH:26][N:27]=3)[C:21]=2[CH2:22][CH2:23][CH3:24])=[C:11]([F:45])[CH:10]=1)#[N:2].[CH3:46][C:47]1[CH:52]=[CH:51][C:50]([S:53](Cl)(=[O:55])=[O:54])=[CH:49][CH:48]=1.Cl, predict the reaction product. The product is: [C:1]([C:3]1[CH:8]=[CH:7][CH:6]=[CH:5][C:4]=1[C:9]1[CH:14]=[CH:13][C:12]([CH2:15][C:16]2[C:17](=[O:44])[N:18]([C@H:28]3[CH2:33][CH2:32][C@H:31]([O:34][CH:35]([CH2:41][CH2:42][O:43][S:53]([C:50]4[CH:51]=[CH:52][C:47]([CH3:46])=[CH:48][CH:49]=4)(=[O:55])=[O:54])[C:36]([O:38][CH2:39][CH3:40])=[O:37])[CH2:30][CH2:29]3)[C:19]3[N:20]([N:25]=[CH:26][N:27]=3)[C:21]=2[CH2:22][CH2:23][CH3:24])=[C:11]([F:45])[CH:10]=1)#[N:2]. (4) Given the reactants [F:1][C:2]1[CH:3]=[C:4]2[C:10]3([CH2:15][CH:14]=[CH:13][N:12]([C:16]([O:18][C:19]([CH3:22])([CH3:21])[CH3:20])=[O:17])[CH2:11]3)[C:9](=[O:23])[NH:8][C:5]2=[CH:6][CH:7]=1, predict the reaction product. The product is: [F:1][C:2]1[CH:3]=[C:4]2[C:10]3([CH2:15][CH2:14][CH2:13][N:12]([C:16]([O:18][C:19]([CH3:21])([CH3:20])[CH3:22])=[O:17])[CH2:11]3)[C:9](=[O:23])[NH:8][C:5]2=[CH:6][CH:7]=1. (5) Given the reactants [CH2:1]([N:5]([S:32]([C:35]1[CH:40]=[CH:39][C:38]([N+:41]([O-:43])=[O:42])=[CH:37][CH:36]=1)(=[O:34])=[O:33])[C@H:6]([C:29]([OH:31])=[O:30])[CH2:7][CH2:8][CH2:9][CH2:10][NH:11][C:12](OCC1C2C=CC=CC=2C2C1=CC=CC=2)=[O:13])[CH:2]([CH3:4])[CH3:3].[S:44]1[CH:48]=[CH:47][CH:46]=[C:45]1[S:49]([NH:52][C@H:53](C(O)=O)[CH2:54][C:55]1[CH:60]=[CH:59][CH:58]=[CH:57][CH:56]=1)(=[O:51])=[O:50], predict the reaction product. The product is: [CH3:4][CH:2]([CH2:1][N:5]([S:32]([C:35]1[CH:40]=[CH:39][C:38]([N+:41]([O-:43])=[O:42])=[CH:37][CH:36]=1)(=[O:33])=[O:34])[C@H:6]([C:29]([OH:31])=[O:30])[CH2:7][CH2:8][CH2:9][CH2:10][NH:11][C:12]([C@@H:53]([NH:52][S:49]([C:45]1[S:44][CH:48]=[CH:47][CH:46]=1)(=[O:51])=[O:50])[CH2:54][C:55]1[CH:56]=[CH:57][CH:58]=[CH:59][CH:60]=1)=[O:13])[CH3:3]. (6) Given the reactants [F:1][C:2]1[CH:20]=[CH:19][C:5]([CH2:6][O:7][C:8]2[CH:9]=[CH:10][C:11]([I:18])=[C:12]([CH2:14][C:15]([OH:17])=O)[CH:13]=2)=[CH:4][CH:3]=1.C(N1C=CN=C1)([N:23]1[CH:27]=[CH:26]N=C1)=O.O.C[N:35]([CH:37]=[O:38])C, predict the reaction product. The product is: [F:1][C:2]1[CH:3]=[CH:4][C:5]([CH2:6][O:7][C:8]2[CH:9]=[CH:10][C:11]([I:18])=[C:12]([CH2:14][C:15]([NH:23][C@@H:27]([CH3:26])[C:37]([NH2:35])=[O:38])=[O:17])[CH:13]=2)=[CH:19][CH:20]=1.